Dataset: Reaction yield outcomes from USPTO patents with 853,638 reactions. Task: Predict the reaction yield, written as a fraction of the theoretical maximum amount of product (1.0 means a 100% yield; for example, 0.34 means a 34% yield). (1) The reactants are [CH3:1][C:2]1([CH3:31])[C:8](=[O:9])[NH:7][C:6]2[N:10]=[CH:11][C:12](/[CH:14]=[CH:15]/[C:16]([N:18]([CH3:30])[CH2:19][C:20]3[N:21]([CH3:29])[C:22]4[C:27]([CH:28]=3)=[CH:26][CH:25]=[CH:24][CH:23]=4)=[O:17])=[CH:13][C:5]=2[CH2:4][NH:3]1.[ClH:32]. The catalyst is C(Cl)Cl.CCOCC. The product is [ClH:32].[CH3:1][C:2]1([CH3:31])[C:8](=[O:9])[NH:7][C:6]2[N:10]=[CH:11][C:12](/[CH:14]=[CH:15]/[C:16]([N:18]([CH3:30])[CH2:19][C:20]3[N:21]([CH3:29])[C:22]4[C:27]([CH:28]=3)=[CH:26][CH:25]=[CH:24][CH:23]=4)=[O:17])=[CH:13][C:5]=2[CH2:4][NH:3]1. The yield is 0.830. (2) The reactants are [CH3:1][C:2]1[N:7]=[CH:6][C:5]([CH:8]=[O:9])=[CH:4][CH:3]=1.C1N2CCN(CC2)C1.[C:18]([O:22][CH3:23])(=[O:21])[CH:19]=[CH2:20].O1CCOCC1. The catalyst is [Cl-].[Na+].O.O. The product is [CH3:23][O:22][C:18](=[O:21])[C:19]([CH:8]([OH:9])[C:5]1[CH:6]=[N:7][C:2]([CH3:1])=[CH:3][CH:4]=1)=[CH2:20]. The yield is 0.438. (3) No catalyst specified. The yield is 0.550. The reactants are Br[C:2]1[CH:3]=[CH:4][C:5]2[O:11][CH2:10][CH2:9][N:8]3[CH:12]=[C:13]([C:15]4[N:19]([CH2:20][C:21]([F:24])([F:23])[F:22])[N:18]=[CH:17][N:16]=4)[N:14]=[C:7]3[C:6]=2[CH:25]=1.[F:26][C:27]1[C:32](B(O)O)=[CH:31][CH:30]=[CH:29][N:28]=1. The product is [F:26][C:27]1[C:32]([C:2]2[CH:3]=[CH:4][C:5]3[O:11][CH2:10][CH2:9][N:8]4[CH:12]=[C:13]([C:15]5[N:19]([CH2:20][C:21]([F:22])([F:23])[F:24])[N:18]=[CH:17][N:16]=5)[N:14]=[C:7]4[C:6]=3[CH:25]=2)=[CH:31][CH:30]=[CH:29][N:28]=1. (4) The reactants are [Br:1][C:2]1[CH:3]=[C:4]([NH:9][CH:10]([CH2:13][CH3:14])[CH2:11][CH3:12])[C:5]([NH2:8])=[N:6][CH:7]=1.C1N=CN([C:20](N2C=NC=C2)=[O:21])C=1. The catalyst is O1CCOCC1. The product is [Br:1][C:2]1[CH:3]=[C:4]2[N:9]([CH:10]([CH2:13][CH3:14])[CH2:11][CH3:12])[C:20]([OH:21])=[N:8][C:5]2=[N:6][CH:7]=1. The yield is 0.740. (5) The reactants are C([Li])CCC.Br[C:7]1[CH:8]=[CH:9][C:10]2[O:16][CH2:15][CH2:14][N:13]([C:17]([O:19][C:20]([CH3:23])([CH3:22])[CH3:21])=[O:18])[CH2:12][C:11]=2[CH:24]=1.CON(C)[C:28](=[O:30])[CH3:29].O. The catalyst is O1CCCC1. The product is [C:28]([C:7]1[CH:8]=[CH:9][C:10]2[O:16][CH2:15][CH2:14][N:13]([C:17]([O:19][C:20]([CH3:23])([CH3:22])[CH3:21])=[O:18])[CH2:12][C:11]=2[CH:24]=1)(=[O:30])[CH3:29]. The yield is 0.970. (6) The reactants are C(/N=[CH:6]/[C:7]1[CH:12]=[C:11]([Cl:13])[CH:10]=[CH:9][C:8]=1[O:14][CH:15]1[CH2:18][CH2:17][CH2:16]1)(C)(C)C.C1C[O:22]CC1. The catalyst is Cl. The product is [Cl:13][C:11]1[CH:10]=[CH:9][C:8]([O:14][CH:15]2[CH2:18][CH2:17][CH2:16]2)=[C:7]([CH:12]=1)[CH:6]=[O:22]. The yield is 0.390.